This data is from Forward reaction prediction with 1.9M reactions from USPTO patents (1976-2016). The task is: Predict the product of the given reaction. (1) The product is: [Cl:16][C:17]1[CH:23]=[CH:22][C:21]([O:24][CH3:25])=[CH:20][C:18]=1[NH:19][C:2]1[C:3]([CH3:9])=[N:4][C:5]([F:8])=[CH:6][CH:7]=1. Given the reactants Br[C:2]1[C:3]([CH3:9])=[N:4][C:5]([F:8])=[CH:6][CH:7]=1.C(=O)([O-])[O-].[Cs+].[Cs+].[Cl:16][C:17]1[CH:23]=[CH:22][C:21]([O:24][CH3:25])=[CH:20][C:18]=1[NH2:19], predict the reaction product. (2) Given the reactants [Br:1][C:2]1[CH:3]=[CH:4][C:5]2[S:9][C:8]([Si](C)(C)C)=[C:7]([Cl:14])[C:6]=2[CH:15]=1.[F-].C([N+](CCCC)(CCCC)CCCC)CCC, predict the reaction product. The product is: [Br:1][C:2]1[CH:3]=[CH:4][C:5]2[S:9][CH:8]=[C:7]([Cl:14])[C:6]=2[CH:15]=1. (3) Given the reactants [C:1]([C:3]1[C:4]([CH:14]2[CH2:17][CH2:16][CH2:15]2)=[CH:5][C:6]([CH3:13])=[C:7]([CH:12]=1)[C:8]([O:10][CH3:11])=[O:9])#[N:2].C(=O)([O-])[O-:19].[K+].[K+].OO.OP(O)(O)=O, predict the reaction product. The product is: [C:1]([C:3]1[C:4]([CH:14]2[CH2:15][CH2:16][CH2:17]2)=[CH:5][C:6]([CH3:13])=[C:7]([CH:12]=1)[C:8]([O:10][CH3:11])=[O:9])(=[O:19])[NH2:2]. (4) Given the reactants [Br:1][C:2]1[CH:7]=[C:6]([C:8]2[S:12][C:11]([NH:13][C:14](=[O:23])[C:15]3[C:20]([F:21])=[CH:19][CH:18]=[CH:17][C:16]=3[F:22])=[N:10][C:9]=2[CH3:24])[CH:5]=[CH:4][N:3]=1.[H][H], predict the reaction product. The product is: [BrH:1].[F:22][C:16]1[CH:17]=[CH:18][CH:19]=[C:20]([F:21])[C:15]=1[C:14]([NH:13][C:11]1[S:12][C:8]([C:6]2[CH:5]=[CH:4][N:3]=[CH:2][CH:7]=2)=[C:9]([CH3:24])[N:10]=1)=[O:23]. (5) Given the reactants [CH2:1](C(N1C=C(C)N=C(SC)C1=O)CC)[CH3:2].Br[C:17]1[N:18]=[C:19]([N:29]2[C:37]3[C:32](=[CH:33][C:34]([Cl:39])=[CH:35][C:36]=3[Cl:38])[CH2:31][CH2:30]2)[C:20](=[O:28])[N:21]([CH:23]([CH2:26][CH3:27])[CH2:24][CH3:25])[CH:22]=1.C([Al](CC)CC)C, predict the reaction product. The product is: [Cl:39][C:34]1[CH:33]=[C:32]2[C:37](=[C:36]([Cl:38])[CH:35]=1)[N:29]([C:19]1[C:20](=[O:28])[N:21]([CH:23]([CH2:26][CH3:27])[CH2:24][CH3:25])[CH:22]=[C:17]([CH2:1][CH3:2])[N:18]=1)[CH2:30][CH2:31]2. (6) Given the reactants [NH2:1][C:2]1[CH:32]=[CH:31][CH:30]=[CH:29][C:3]=1[C:4]([NH:6][C:7]1[CH:12]=[C:11]([C:13]([N:15]2[C:24]3[C:19](=[CH:20][CH:21]=[CH:22][CH:23]=3)[CH2:18][CH2:17][CH2:16]2)=[O:14])[CH:10]=[CH:9][C:8]=1[C:25]([F:28])([F:27])[F:26])=[O:5].Cl[C:34](Cl)([O:36]C(=O)OC(Cl)(Cl)Cl)Cl.C(=O)([O-])O.[Na+], predict the reaction product. The product is: [N:15]1([C:13]([C:11]2[CH:10]=[CH:9][C:8]([C:25]([F:28])([F:26])[F:27])=[C:7]([N:6]3[C:4](=[O:5])[C:3]4[C:2](=[CH:32][CH:31]=[CH:30][CH:29]=4)[NH:1][C:34]3=[O:36])[CH:12]=2)=[O:14])[C:24]2[C:19](=[CH:20][CH:21]=[CH:22][CH:23]=2)[CH2:18][CH2:17][CH2:16]1. (7) Given the reactants [CH3:1][O:2][C:3](=[O:28])[C@@H:4]([NH:12][C:13](=[O:27])[C:14]1[CH:19]=[CH:18][C:17]([N:20]2[CH2:25][CH2:24][C:23](=O)[CH2:22][CH2:21]2)=[CH:16][CH:15]=1)[CH2:5][C:6]1[CH:11]=[CH:10][CH:9]=[CH:8][CH:7]=1.[NH2:29][CH2:30][C@@H:31]([C:33]1[CH:34]=[CH:35][C:36]([OH:44])=[C:37]([NH:39][S:40]([CH3:43])(=[O:42])=[O:41])[CH:38]=1)[OH:32], predict the reaction product. The product is: [CH3:1][O:2][C:3](=[O:28])[C@@H:4]([NH:12][C:13](=[O:27])[C:14]1[CH:15]=[CH:16][C:17]([N:20]2[CH2:25][CH2:24][CH:23]([NH:29][CH2:30][C@H:31]([OH:32])[C:33]3[CH:34]=[CH:35][C:36]([OH:44])=[C:37]([NH:39][S:40]([CH3:43])(=[O:42])=[O:41])[CH:38]=3)[CH2:22][CH2:21]2)=[CH:18][CH:19]=1)[CH2:5][C:6]1[CH:7]=[CH:8][CH:9]=[CH:10][CH:11]=1. (8) The product is: [C:29]([O:33][C:34](=[O:79])[C@H:35]([CH2:54][O:55][C@H:56]1[O:69][C@H:68]([CH2:70][O:71][C:72](=[O:74])[CH3:73])[C@H:63]([O:64][C:65](=[O:67])[CH3:66])[C@H:58]([O:59][C:60](=[O:62])[CH3:61])[C@H:57]1[NH:75][C:76](=[O:78])[CH3:77])[NH:36][C:37]([O:39][CH2:40][CH:41]1[C:42]2[CH:43]=[CH:44][CH:45]=[CH:46][C:47]=2[C:48]2[C:53]1=[CH:52][CH:51]=[CH:50][CH:49]=2)=[O:38])([CH3:30])([CH3:31])[CH3:32].[OH2:5].[CH3:6][C:7]#[N:8]. Given the reactants C([O:5][C:6](=O)[C@H:7](CO)[NH:8]C(OCC1C2C=CC=CC=2C2C1=CC=CC=2)=O)(C)(C)C.[C:29]([O:33][C:34](=[O:79])[C@H:35]([CH2:54][O:55][C@H:56]1[O:69][C@H:68]([CH2:70][O:71][C:72](=[O:74])[CH3:73])[C@H:63]([O:64][C:65](=[O:67])[CH3:66])[C@H:58]([O:59][C:60](=[O:62])[CH3:61])[C@H:57]1[NH:75][C:76](=[O:78])[CH3:77])[NH:36][C:37]([O:39][CH2:40][CH:41]1[C:53]2[CH:52]=[CH:51][CH:50]=[CH:49][C:48]=2[C:47]2[C:42]1=[CH:43][CH:44]=[CH:45][CH:46]=2)=[O:38])([CH3:32])([CH3:31])[CH3:30], predict the reaction product. (9) The product is: [C:1]([O:5][C:6]([N:8]1[CH2:12][C@H:11]([O:13][CH3:33])[CH2:10][C@H:9]1[C:14]([N:16]1[CH2:17][CH2:18][CH:19]([CH2:22][C:23]2[CH:24]=[CH:25][CH:26]=[CH:27][CH:28]=2)[CH2:20][CH2:21]1)=[O:15])=[O:7])([CH3:4])([CH3:2])[CH3:3]. Given the reactants [C:1]([O:5][C:6]([N:8]1[CH2:12][CH:11]([OH:13])[CH2:10][CH:9]1[C:14]([N:16]1[CH2:21][CH2:20][CH:19]([CH2:22][C:23]2[CH:28]=[CH:27][CH:26]=[CH:25][CH:24]=2)[CH2:18][CH2:17]1)=[O:15])=[O:7])([CH3:4])([CH3:3])[CH3:2].[H-].[Na+].CI.[C:33]([O-])(O)=O.[Na+], predict the reaction product. (10) Given the reactants [CH2:1]([Zn]CC)[CH3:2].FC(F)(F)C(O)=O.ICI.[CH2:16]([O:23][C:24]([NH:26][C@H:27]([C:32]([O:34][CH3:35])=[O:33])[C:28](=C)[CH2:29][CH3:30])=[O:25])[C:17]1[CH:22]=[CH:21][CH:20]=[CH:19][CH:18]=1, predict the reaction product. The product is: [CH2:16]([O:23][C:24]([NH:26][C@H:27]([C:32]([O:34][CH3:35])=[O:33])[CH2:28][C:29]1([CH3:30])[CH2:2][CH2:1]1)=[O:25])[C:17]1[CH:18]=[CH:19][CH:20]=[CH:21][CH:22]=1.